From a dataset of Catalyst prediction with 721,799 reactions and 888 catalyst types from USPTO. Predict which catalyst facilitates the given reaction. (1) Reactant: Cl[C:2]1[C:11]2[C:6](=[C:7]([N+:12]([O-:14])=[O:13])[CH:8]=[CH:9][CH:10]=2)[N:5]=[CH:4][N:3]=1.[F:15][C:16]1[CH:22]=[CH:21][C:20]([C:23]([F:26])([F:25])[F:24])=[CH:19][C:17]=1[NH2:18].O. Product: [F:15][C:16]1[CH:22]=[CH:21][C:20]([C:23]([F:25])([F:26])[F:24])=[CH:19][C:17]=1[NH:18][C:2]1[C:11]2[C:6](=[C:7]([N+:12]([O-:14])=[O:13])[CH:8]=[CH:9][CH:10]=2)[N:5]=[CH:4][N:3]=1. The catalyst class is: 1. (2) Reactant: C([O:8][C:9]1[CH:14]=[CH:13][C:12]([C:15]2[N:19]([CH:20]3[CH2:25][CH2:24][CH2:23][CH2:22][CH2:21]3)[N:18]=[C:17](/[CH:26]=[C:27](\[CH3:33])/[C:28]([O:30][CH2:31][CH3:32])=[O:29])[CH:16]=2)=[CH:11][CH:10]=1)C1C=CC=CC=1.B(Cl)(Cl)Cl. Product: [CH:20]1([N:19]2[C:15]([C:12]3[CH:11]=[CH:10][C:9]([OH:8])=[CH:14][CH:13]=3)=[CH:16][C:17](/[CH:26]=[C:27](\[CH3:33])/[C:28]([O:30][CH2:31][CH3:32])=[O:29])=[N:18]2)[CH2:21][CH2:22][CH2:23][CH2:24][CH2:25]1. The catalyst class is: 2. (3) Reactant: [C:1]([CH:9]1[CH2:14][CH2:13][CH2:12][N:11]([C:15]([O:17][C:18]([CH3:21])([CH3:20])[CH3:19])=[O:16])[CH2:10]1)(=[O:8])[C:2]1[CH:7]=[CH:6][CH:5]=[CH:4][CH:3]=1.[CH2:22]([Mg]Br)[CH2:23][CH2:24][CH:25]=[CH2:26]. Product: [OH:8][C@:1]([CH:9]1[CH2:14][CH2:13][CH2:12][N:11]([C:15]([O:17][C:18]([CH3:21])([CH3:20])[CH3:19])=[O:16])[CH2:10]1)([C:2]1[CH:3]=[CH:4][CH:5]=[CH:6][CH:7]=1)[CH2:26][CH2:25][CH2:24][CH:23]=[CH2:22]. The catalyst class is: 1. (4) Reactant: O.C1(C)C=CC(S(O)(=O)=O)=CC=1.[F:13][C:14]1[CH:19]=[C:18]([F:20])[C:17]([F:21])=[CH:16][C:15]=1[C:22]1(O)[CH2:31][CH2:30][C:25]2([O:29][CH2:28][CH2:27][O:26]2)[CH2:24][CH2:23]1.[OH-].[Na+]. Product: [F:13][C:14]1[CH:19]=[C:18]([F:20])[C:17]([F:21])=[CH:16][C:15]=1[C:22]1[CH2:31][CH2:30][C:25]2([O:26][CH2:27][CH2:28][O:29]2)[CH2:24][CH:23]=1. The catalyst class is: 11. (5) The catalyst class is: 3. Reactant: [CH:1]1([CH:4]([C:15]2[CH:20]=[CH:19][C:18]([O:21][CH3:22])=[C:17]([OH:23])[CH:16]=2)[CH:5]2C(=O)OC(C)(C)[O:7][C:6]2=[O:14])[CH2:3][CH2:2]1.O. Product: [CH:1]1([CH:4]([C:15]2[CH:20]=[CH:19][C:18]([O:21][CH3:22])=[C:17]([OH:23])[CH:16]=2)[CH2:5][C:6]([OH:14])=[O:7])[CH2:3][CH2:2]1. (6) Reactant: [CH3:1][O:2][C:3]([C:5]1[C:13]2[C:8](=[C:9]([CH3:15])[CH:10]=[CH:11][C:12]=2[F:14])[NH:7][CH:6]=1)=[O:4].[H-].[Na+].[F:18][C:19]([F:32])([F:31])[O:20][CH2:21][CH2:22]OS(C(F)(F)F)(=O)=O.[NH4+].[Cl-]. Product: [CH3:1][O:2][C:3]([C:5]1[C:13]2[C:8](=[C:9]([CH3:15])[CH:10]=[CH:11][C:12]=2[F:14])[N:7]([CH2:22][CH2:21][O:20][C:19]([F:32])([F:31])[F:18])[CH:6]=1)=[O:4]. The catalyst class is: 1. (7) Reactant: C(Cl)Cl.[CH:4]1([NH2:8])[CH2:7][CH2:6][CH2:5]1.[Br:9][C:10]1[CH:15]=[CH:14][C:13]([S:16](Cl)(=[O:18])=[O:17])=[CH:12][CH:11]=1. Product: [Br:9][C:10]1[CH:15]=[CH:14][C:13]([S:16]([NH:8][CH:4]2[CH2:7][CH2:6][CH2:5]2)(=[O:18])=[O:17])=[CH:12][CH:11]=1. The catalyst class is: 6. (8) Reactant: [N+:1]([C:4]1[CH:5]=[CH:6][C:7]([N:10]2[CH2:15][CH2:14][N:13](C(OC(C)(C)C)=O)[CH2:12][CH2:11]2)=[N:8][CH:9]=1)([O-:3])=[O:2].[ClH:23]. Product: [ClH:23].[N+:1]([C:4]1[CH:5]=[CH:6][C:7]([N:10]2[CH2:11][CH2:12][NH:13][CH2:14][CH2:15]2)=[N:8][CH:9]=1)([O-:3])=[O:2]. The catalyst class is: 61. (9) Reactant: [F:1][C:2]1[CH:3]=[C:4]([O:9][CH3:10])[CH:5]=[C:6]([F:8])[CH:7]=1.Cl[CH:12]([O:14]C)Cl. Product: [F:1][C:2]1[CH:7]=[C:6]([F:8])[CH:5]=[C:4]([O:9][CH3:10])[C:3]=1[CH:12]=[O:14]. The catalyst class is: 528. (10) Reactant: [Cl:1][C:2]1[CH:7]=[CH:6][C:5]([C:8]2[N:12]([C:13]3[CH:18]=[CH:17][C:16]([Cl:19])=[CH:15][C:14]=3[Cl:20])[N:11]=[C:10]([C:21]3[N:25]=[C:24]([CH:26]4[CH2:30][CH2:29][CH2:28][CH2:27]4)[NH:23][N:22]=3)[C:9]=2[CH3:31])=[CH:4][CH:3]=1.I[CH3:33].[OH-].[K+]. Product: [Cl:1][C:2]1[CH:7]=[CH:6][C:5]([C:8]2[N:12]([C:13]3[CH:18]=[CH:17][C:16]([Cl:19])=[CH:15][C:14]=3[Cl:20])[N:11]=[C:10]([C:21]3[N:25]=[C:24]([CH:26]4[CH2:30][CH2:29][CH2:28][CH2:27]4)[N:23]([CH3:33])[N:22]=3)[C:9]=2[CH3:31])=[CH:4][CH:3]=1. The catalyst class is: 5.